The task is: Predict the reaction yield, written as a fraction of the theoretical maximum amount of product (1.0 means a 100% yield; for example, 0.34 means a 34% yield).. This data is from Reaction yield outcomes from USPTO patents with 853,638 reactions. (1) The reactants are [C:1]([CH:5]1[CH2:13][C:12]2[C:7](=[CH:8][CH:9]=[C:10]([NH:14][C:15]([C:17]3([C:20]4[CH:30]=[CH:29][C:23]5[O:24][C:25]([F:28])([F:27])[O:26][C:22]=5[CH:21]=4)[CH2:19][CH2:18]3)=[O:16])[CH:11]=2)[N:6]1[CH2:31][CH2:32]C#N)([CH3:4])([CH3:3])[CH3:2].[Cl:35]CC=O.[BH-](OC(C)=O)(OC(C)=O)OC(C)=O.[Na+]. The catalyst is ClCCl. The product is [C:1]([CH:5]1[CH2:13][C:12]2[C:7](=[CH:8][CH:9]=[C:10]([NH:14][C:15]([C:17]3([C:20]4[CH:30]=[CH:29][C:23]5[O:24][C:25]([F:28])([F:27])[O:26][C:22]=5[CH:21]=4)[CH2:19][CH2:18]3)=[O:16])[CH:11]=2)[N:6]1[CH2:31][CH2:32][Cl:35])([CH3:4])([CH3:3])[CH3:2]. The yield is 0.630. (2) The reactants are [Cl:1][C:2]1[CH:7]=[CH:6][CH:5]=[C:4]([Cl:8])[C:3]=1[NH:9][C:10]1[N:14]2[CH:15]=[CH:16][CH:17]=[N:18][C:13]2=[N:12][C:11]=1[C:19]1[C:27]([O:28][CH3:29])=[CH:26][C:25]([O:30][CH3:31])=[CH:24][C:20]=1[C:21]([OH:23])=O.[C:32]([O:36][C:37]([CH3:40])([CH3:39])[CH3:38])(=[O:35])[NH:33][NH2:34].O. The catalyst is CN(C=O)C. The yield is 0.190. The product is [Cl:1][C:2]1[CH:7]=[CH:6][CH:5]=[C:4]([Cl:8])[C:3]=1[NH:9][C:10]1[N:14]2[CH:15]=[CH:16][CH:17]=[N:18][C:13]2=[N:12][C:11]=1[C:19]1[C:27]([O:28][CH3:29])=[CH:26][C:25]([O:30][CH3:31])=[CH:24][C:20]=1[C:21]([NH:34][NH:33][C:32]([O:36][C:37]([CH3:40])([CH3:39])[CH3:38])=[O:35])=[O:23]. (3) The reactants are C(NC(C)C)(C)C.[Li]CCCC.[CH2:13]([O:15][C:16]([CH:18]1[CH2:23][CH2:22][N:21]([C:24]([O:26][C:27]([CH3:30])([CH3:29])[CH3:28])=[O:25])[CH2:20][CH2:19]1)=[O:17])C.[CH2:31]([O:35][C:36]1[CH:41]=[CH:40][C:39]([S:42](F)(=[O:44])=[O:43])=[CH:38][CH:37]=1)[C:32]#[C:33][CH3:34]. The catalyst is C1COCC1. The product is [CH3:13][O:15][C:16]([C:18]1([S:42]([C:39]2[CH:38]=[CH:37][C:36]([O:35][CH2:31][C:32]#[C:33][CH3:34])=[CH:41][CH:40]=2)(=[O:44])=[O:43])[CH2:23][CH2:22][N:21]([C:24]([O:26][C:27]([CH3:30])([CH3:29])[CH3:28])=[O:25])[CH2:20][CH2:19]1)=[O:17]. The yield is 0.530. (4) The reactants are COCCOC.Br[CH2:8][C:9]1[O:13][N:12]=[C:11]([C:14]([O:16][CH2:17][CH3:18])=[O:15])[CH:10]=1.[F:19][C:20]1[CH:25]=[CH:24][C:23]([F:26])=[CH:22][C:21]=1B(O)O.C(=O)([O-])[O-].[Na+].[Na+]. The catalyst is C1C=CC([P]([Pd]([P](C2C=CC=CC=2)(C2C=CC=CC=2)C2C=CC=CC=2)([P](C2C=CC=CC=2)(C2C=CC=CC=2)C2C=CC=CC=2)[P](C2C=CC=CC=2)(C2C=CC=CC=2)C2C=CC=CC=2)(C2C=CC=CC=2)C2C=CC=CC=2)=CC=1.O. The product is [F:19][C:20]1[CH:25]=[CH:24][C:23]([F:26])=[CH:22][C:21]=1[CH2:8][C:9]1[O:13][N:12]=[C:11]([C:14]([O:16][CH2:17][CH3:18])=[O:15])[CH:10]=1. The yield is 0.590.